The task is: Regression/Classification. Given a drug SMILES string, predict its absorption, distribution, metabolism, or excretion properties. Task type varies by dataset: regression for continuous measurements (e.g., permeability, clearance, half-life) or binary classification for categorical outcomes (e.g., BBB penetration, CYP inhibition). Dataset: cyp1a2_veith.. This data is from CYP1A2 inhibition data for predicting drug metabolism from PubChem BioAssay. (1) The molecule is N#Cc1cccc(NC(=O)N2CC[C@@]3(CCCN(C(=O)c4ccco4)C3)C2)c1. The result is 0 (non-inhibitor). (2) The result is 0 (non-inhibitor). The drug is CN(C)c1ccccc1CN1CCCN(Cc2ccccc2N(C)C)C1c1ccncc1. (3) The drug is Nc1nnc(-c2cccc(Cl)c2Cl)c(N)n1. The result is 0 (non-inhibitor). (4) The molecule is CN(Cc1ccco1)c1cc(-c2cccc(NS(C)(=O)=O)c2)ncn1. The result is 1 (inhibitor). (5) The compound is C/C(CCN1CCCc2nc(C)c(C)cc21)=N\O[C@@H](C)c1cc(-c2c(C)cc(C)cc2C)no1. The result is 0 (non-inhibitor).